Predict which catalyst facilitates the given reaction. From a dataset of Catalyst prediction with 721,799 reactions and 888 catalyst types from USPTO. (1) Reactant: [Br:1][C:2](Br)=[C:3]1[CH2:8][CH2:7][N:6]([C:9]([O:11][C:12]([CH3:15])([CH3:14])[CH3:13])=[O:10])[CH2:5][CH2:4]1.C1COCC1.[Cl-].[NH4+]. Product: [Br:1][CH:2]=[C:3]1[CH2:8][CH2:7][N:6]([C:9]([O:11][C:12]([CH3:15])([CH3:14])[CH3:13])=[O:10])[CH2:5][CH2:4]1. The catalyst class is: 284. (2) Reactant: [NH2:1][C:2]1[CH:15]=[CH:14][CH:13]=[CH:12][C:3]=1[C:4]([C:6]1[CH:11]=[CH:10][CH:9]=[CH:8][CH:7]=1)=O.[OH:16][C:17]1[CH:22]=[CH:21][C:20]([C:23](=O)[CH3:24])=[CH:19][CH:18]=1.C(O)(=O)CC(CC(O)=O)(C(O)=O)O. Product: [C:6]1([C:4]2[C:3]3[C:2](=[CH:15][CH:14]=[CH:13][CH:12]=3)[N:1]=[C:23]([C:20]3[CH:21]=[CH:22][C:17]([OH:16])=[CH:18][CH:19]=3)[CH:24]=2)[CH:11]=[CH:10][CH:9]=[CH:8][CH:7]=1. The catalyst class is: 2. (3) Reactant: C(O[C:4]([C:6]1([CH2:22][CH2:23]OC)[CH2:11][CH2:10][N:9]([S:12]([C:15]2[CH:20]=[CH:19][CH:18]=[CH:17][C:16]=2[Cl:21])(=[O:14])=[O:13])[CH2:8][CH2:7]1)=[O:5])C.[Cl-].C[Al+]C.[F:30][C:31]([F:42])([F:41])[C:32]1[CH:33]=[C:34]([CH2:38][CH2:39][NH2:40])[CH:35]=[CH:36][CH:37]=1. Product: [Cl:21][C:16]1[CH:17]=[CH:18][CH:19]=[CH:20][C:15]=1[S:12]([N:9]1[CH2:8][CH2:7][C:6]2([C:4](=[O:5])[N:40]([CH2:39][CH2:38][C:34]3[CH:35]=[CH:36][CH:37]=[C:32]([C:31]([F:30])([F:41])[F:42])[CH:33]=3)[CH2:23][CH2:22]2)[CH2:11][CH2:10]1)(=[O:13])=[O:14]. The catalyst class is: 11.